Dataset: Peptide-MHC class I binding affinity with 185,985 pairs from IEDB/IMGT. Task: Regression. Given a peptide amino acid sequence and an MHC pseudo amino acid sequence, predict their binding affinity value. This is MHC class I binding data. The peptide sequence is IRQAGVQYSR. The MHC is HLA-B07:02 with pseudo-sequence HLA-B07:02. The binding affinity (normalized) is 0.